From a dataset of Catalyst prediction with 721,799 reactions and 888 catalyst types from USPTO. Predict which catalyst facilitates the given reaction. (1) Reactant: [N+:1]([CH3:4])([O-:3])=[O:2].[CH2:5]([O:7][C:8](=[O:25])[CH:9]=[C:10]1[CH2:15][CH2:14][C:13]([N:22]([CH3:24])[CH3:23])([C:16]2[CH:21]=[CH:20][CH:19]=[CH:18][CH:17]=2)[CH2:12][CH2:11]1)[CH3:6].O.O.O.[F-].C([N+](CCCC)(CCCC)CCCC)CCC. Product: [CH2:5]([O:7][C:8](=[O:25])[CH2:9][CH:10]1[CH2:15][CH2:14][C:13]([N:22]([CH3:23])[CH3:24])([C:16]2[CH:17]=[CH:18][CH:19]=[CH:20][CH:21]=2)[CH2:12][CH:11]1[CH2:4][N+:1]([O-:3])=[O:2])[CH3:6]. The catalyst class is: 7. (2) Reactant: [C@@H:1]1([N:13]2[CH2:18][CH:17]=[C:16]([C:19]3[C:27]4[C:22](=[CH:23][CH:24]=[C:25]([N+:28]#[C-:29])[CH:26]=4)[N:21]([CH2:30][CH:31]4[CH2:33][O:32]4)[CH:20]=3)[CH2:15][CH2:14]2)[C:11]2=[C:12]3[C:7](=[CH:8][CH:9]=[CH:10]2)[CH:6]=[CH:5][CH:4]=[C:3]3[CH2:2]1.[CH3:34][NH2:35]. Product: [C@H:1]1([N:13]2[CH2:18][CH:17]=[C:16]([C:19]3[C:27]4[C:22](=[CH:23][CH:24]=[C:25]([N+:28]#[C-:29])[CH:26]=4)[N:21]([CH2:30][CH:31]([OH:32])[CH2:33][NH:35][CH3:34])[CH:20]=3)[CH2:15][CH2:14]2)[C:11]2=[C:12]3[C:7](=[CH:8][CH:9]=[CH:10]2)[CH:6]=[CH:5][CH:4]=[C:3]3[CH2:2]1. The catalyst class is: 5. (3) Reactant: [CH3:1][CH:2]1[CH2:7][CH2:6][N:5]([C:8]2[C:13]([CH2:14][NH2:15])=[CH:12][CH:11]=[C:10]([C:16]([F:19])([F:18])[F:17])[N:9]=2)[CH2:4][CH2:3]1.C(N(CC)CC)C.[CH3:27][O:28][CH2:29][CH2:30][O:31][C:32]1[N:37]=[CH:36][C:35]([NH:38][C:39](=O)[O:40]C2C=CC=CC=2)=[CH:34][CH:33]=1. Product: [CH3:27][O:28][CH2:29][CH2:30][O:31][C:32]1[N:37]=[CH:36][C:35]([NH:38][C:39]([NH:15][CH2:14][C:13]2[C:8]([N:5]3[CH2:4][CH2:3][CH:2]([CH3:1])[CH2:7][CH2:6]3)=[N:9][C:10]([C:16]([F:19])([F:17])[F:18])=[CH:11][CH:12]=2)=[O:40])=[CH:34][CH:33]=1. The catalyst class is: 10. (4) Reactant: [H-].[Na+].[CH3:3][O:4][C:5]1[CH:6]=[CH:7][C:8]([CH2:12][C:13]2[CH:18]=[CH:17][CH:16]=[C:15]([O:19][CH3:20])[CH:14]=2)=[C:9]([OH:11])[CH:10]=1.C([O:28][C:29]1[CH:34]=[CH:33][C:32](Br)=[CH:31][CH:30]=1)C1C=CC=CC=1.C(P(C(C)(C)C)C1C=CC=CC=1C1C=CC=CC=1)(C)(C)C. Product: [CH3:3][O:4][C:5]1[CH:6]=[CH:7][C:8]([CH2:12][C:13]2[CH:18]=[CH:17][CH:16]=[C:15]([O:19][CH3:20])[CH:14]=2)=[C:9]([CH:10]=1)[O:11][C:32]1[CH:33]=[CH:34][C:29]([OH:28])=[CH:30][CH:31]=1. The catalyst class is: 493. (5) Reactant: [C:1]([C:5]1[CH:6]=[C:7]([N:15]2[C:19]([CH:20]([CH:22]3[CH2:27][CH2:26][CH2:25][CH2:24][CH2:23]3)[OH:21])=[C:18]([CH3:28])[C:17]([C:29]([O:31][CH2:32][CH3:33])=[O:30])=[CH:16]2)[CH:8]=[C:9]([C:11]2([CH3:14])[CH2:13][CH2:12]2)[CH:10]=1)([CH3:4])([CH3:3])[CH3:2].[H-].[Na+].[CH3:36]I. Product: [C:1]([C:5]1[CH:6]=[C:7]([N:15]2[C:19]([CH:20]([CH:22]3[CH2:23][CH2:24][CH2:25][CH2:26][CH2:27]3)[O:21][CH3:36])=[C:18]([CH3:28])[C:17]([C:29]([O:31][CH2:32][CH3:33])=[O:30])=[CH:16]2)[CH:8]=[C:9]([C:11]2([CH3:14])[CH2:13][CH2:12]2)[CH:10]=1)([CH3:2])([CH3:3])[CH3:4]. The catalyst class is: 1. (6) Reactant: [CH2:1]([O:8][C:9]1[CH:14]=[CH:13][C:12]([C:15]([CH2:22][CH3:23])([CH2:20][CH3:21])[C:16]([O:18]C)=[O:17])=[CH:11][C:10]=1[CH3:24])[C:2]1[CH:7]=[CH:6][CH:5]=[CH:4][CH:3]=1.[OH-].[Na+].Cl. Product: [CH2:1]([O:8][C:9]1[CH:14]=[CH:13][C:12]([C:15]([CH2:22][CH3:23])([CH2:20][CH3:21])[C:16]([OH:18])=[O:17])=[CH:11][C:10]=1[CH3:24])[C:2]1[CH:3]=[CH:4][CH:5]=[CH:6][CH:7]=1. The catalyst class is: 24. (7) Reactant: [NH2:1][C:2]1[CH:7]=[CH:6][C:5]([N:8]2[CH:13]=[CH:12][C:11]([O:14][CH3:15])=[CH:10][C:9]2=[O:16])=[CH:4][CH:3]=1.Cl.Cl[CH2:19][CH2:20][NH:21][CH2:22][CH2:23]Cl.C(=O)([O-])[O-].[K+].[K+]. Product: [CH3:15][O:14][C:11]1[CH:12]=[CH:13][N:8]([C:5]2[CH:6]=[CH:7][C:2]([N:1]3[CH2:23][CH2:22][NH:21][CH2:20][CH2:19]3)=[CH:3][CH:4]=2)[C:9](=[O:16])[CH:10]=1. The catalyst class is: 51.